Dataset: Reaction yield outcomes from USPTO patents with 853,638 reactions. Task: Predict the reaction yield, written as a fraction of the theoretical maximum amount of product (1.0 means a 100% yield; for example, 0.34 means a 34% yield). (1) The reactants are [NH:1]1[C:9]2[C:4](=[CH:5][CH:6]=[C:7]([C:10]#[N:11])[CH:8]=2)[CH2:3][CH2:2]1.Br[C:13]1[C:17]2[CH2:18][N:19]([C:22](=[O:24])[CH3:23])[CH2:20][CH2:21][C:16]=2[N:15]([CH3:25])[N:14]=1.C(O[Na])(C)(C)C.COC(C)(C)C.C1(P(C2CCCCC2)C2C=CC=CC=2C2C(OC(C)C)=CC=CC=2OC(C)C)CCCCC1. The catalyst is O1CCOCC1.O. The product is [C:22]([N:19]1[CH2:20][CH2:21][C:16]2[N:15]([CH3:25])[N:14]=[C:13]([N:1]3[C:9]4[C:4](=[CH:5][CH:6]=[C:7]([C:10]#[N:11])[CH:8]=4)[CH2:3][CH2:2]3)[C:17]=2[CH2:18]1)(=[O:24])[CH3:23]. The yield is 0.560. (2) The reactants are [N+](C1C(N[C:14]2[CH:23]=[N:22][C:21]3[C:16](=[CH:17][CH:18]=[CH:19][CH:20]=3)[N:15]=2)=C(C=CC=1)C(O)=O)([O-])=O.[BH4-].[Na+].[CH3:26][C:27]([OH:29])=[O:28]. The catalyst is [OH-].[Na+].O. The product is [N:15]1[C:20]2=[C:21]3[C:16](=[CH:17][CH:18]=[C:19]2[N:22]=[CH:23][CH:14]=1)[N:15]=[C:14]1[C:23]([C:26]([C:27]([OH:29])=[O:28])=[CH:17][CH:16]=[CH:21]1)=[N:22]3. The yield is 0.730. (3) The reactants are [Br:1][C:2]1[C:3]([CH3:9])=[C:4]([CH:6]=[CH:7][CH:8]=1)[NH2:5].C([O-])(=O)C.[K+].C(OC(=O)C)(=O)C.C1OCCOCCOCCOCCOCCOC1.[N:40](OCCC(C)C)=O. The catalyst is C(Cl)(Cl)Cl. The product is [Br:1][C:2]1[CH:8]=[CH:7][CH:6]=[C:4]2[C:3]=1[CH:9]=[N:40][NH:5]2. The yield is 0.400. (4) The reactants are [NH2:1][C:2]1[C:3]([NH:20][C:21]2[CH:25]=[C:24]([CH:26]3[CH2:28][CH2:27]3)[NH:23][N:22]=2)=[CH:4][C:5]([NH:10][C@H:11]([C:13]2[CH:18]=[CH:17][C:16]([F:19])=[CH:15][CH:14]=2)[CH3:12])=[C:6]([CH:9]=1)[C:7]#[N:8].[C:29](O)(=O)C.C(N)=N.C(=O)(O)[O-].[Na+].CCOC(C)=O. The catalyst is CCO. The product is [CH:26]1([C:24]2[NH:23][N:22]=[C:21]([N:20]3[C:3]4[CH:4]=[C:5]([NH:10][C@H:11]([C:13]5[CH:14]=[CH:15][C:16]([F:19])=[CH:17][CH:18]=5)[CH3:12])[C:6]([C:7]#[N:8])=[CH:9][C:2]=4[N:1]=[CH:29]3)[CH:25]=2)[CH2:28][CH2:27]1. The yield is 0.820. (5) The reactants are [Br:1][C:2]1[N:3]=[C:4]2[CH:10]=[CH:9][NH:8][C:5]2=[N:6][CH:7]=1.[H-].[Na+].[C:13]1([CH3:23])[CH:18]=[CH:17][C:16]([S:19](Cl)(=[O:21])=[O:20])=[CH:15][CH:14]=1.[OH-].[Na+]. The catalyst is CN(C=O)C. The product is [Br:1][C:2]1[N:3]=[C:4]2[CH:10]=[CH:9][N:8]([S:19]([C:16]3[CH:17]=[CH:18][C:13]([CH3:23])=[CH:14][CH:15]=3)(=[O:21])=[O:20])[C:5]2=[N:6][CH:7]=1. The yield is 0.970. (6) The reactants are [CH3:1][O:2][C:3]1[CH:17]=[C:16]2[C:6]([CH:7]([NH2:18])[CH2:8][C:9]3([O:15]2)[CH2:14][CH2:13][CH2:12][CH2:11][CH2:10]3)=[CH:5][CH:4]=1.COC([N:23]1[C:31]2[C:26](=[C:27]([NH:32][C:33](ON3C(=O)CCC3=O)=[O:34])[CH:28]=[CH:29][CH:30]=2)[CH:25]=[N:24]1)=O.C(N(C(C)C)CC)(C)C.[OH-].[Na+]. The catalyst is CN(C)C=O.O.O1CCCC1. The product is [NH:23]1[C:31]2[C:26](=[C:27]([NH:32][C:33]([NH:18][CH:7]3[C:6]4[C:16](=[CH:17][C:3]([O:2][CH3:1])=[CH:4][CH:5]=4)[O:15][C:9]4([CH2:14][CH2:13][CH2:12][CH2:11][CH2:10]4)[CH2:8]3)=[O:34])[CH:28]=[CH:29][CH:30]=2)[CH:25]=[N:24]1. The yield is 0.830. (7) The reactants are Br[C:2]1[CH:3]=[C:4]2[C:10]([C:11]3[CH:16]=[CH:15][CH:14]=[CH:13][C:12]=3[O:17][CH3:18])=[CH:9][NH:8][C:5]2=[N:6][CH:7]=1.C([N:26]1[CH:30]=[CH:29][CH:28]=[C:27]1B(O)O)(OC(C)(C)C)=O.C(=O)([O-])[O-].[Na+].[Na+]. The catalyst is C1C=CC([PH+]([C]2[CH][CH][CH][CH]2)C2C=CC=CC=2)=CC=1.C1C=CC([PH+]([C]2[CH][CH][CH][CH]2)C2C=CC=CC=2)=CC=1.C(Cl)Cl.Cl[Pd]Cl.[Fe].C(#N)C. The product is [CH3:18][O:17][C:12]1[CH:13]=[CH:14][CH:15]=[CH:16][C:11]=1[C:10]1[C:4]2[C:5](=[N:6][CH:7]=[C:2]([C:27]3[NH:26][CH:30]=[CH:29][CH:28]=3)[CH:3]=2)[NH:8][CH:9]=1. The yield is 0.300.